From a dataset of Catalyst prediction with 721,799 reactions and 888 catalyst types from USPTO. Predict which catalyst facilitates the given reaction. Reactant: CS(C)=O.[CH3:5][O:6][CH2:7][CH2:8][NH2:9].Cl[CH2:11][Si:12]([CH3:15])([CH3:14])[CH3:13]. Product: [CH3:5][O:6][CH2:7][CH2:8][NH:9][CH2:11][Si:12]([CH3:15])([CH3:14])[CH3:13]. The catalyst class is: 6.